This data is from Catalyst prediction with 721,799 reactions and 888 catalyst types from USPTO. The task is: Predict which catalyst facilitates the given reaction. (1) Reactant: [N:1]1[CH:6]=[CH:5][CH:4]=[CH:3][C:2]=1[NH:7][C:8]([C:10]1[C:19]2[C:18](=[O:20])[CH:17]3[CH2:21][N:22](CC4C=CC=CC=4)[CH2:23][CH:16]3[CH2:15][CH2:14][C:13]=2[NH:12][CH:11]=1)=[O:9].C([O-])=O.[NH4+]. Product: [N:1]1[CH:6]=[CH:5][CH:4]=[CH:3][C:2]=1[NH:7][C:8]([C:10]1[C:19]2[C:18](=[O:20])[CH:17]3[CH2:21][NH:22][CH2:23][CH:16]3[CH2:15][CH2:14][C:13]=2[NH:12][CH:11]=1)=[O:9]. The catalyst class is: 320. (2) Product: [C:44]([N:30]1[CH2:31][CH:28]([N:23]2[CH2:22][C:21]3=[C:20]([C:32]#[N:33])[C:19]([Cl:34])=[CH:18][C:17]([CH:15]([N:11]4[C:7]5=[N:8][CH:9]=[N:10][C:5]([NH2:4])=[C:6]5[C:13]([CH3:14])=[N:12]4)[CH3:16])=[C:27]3[O:26][CH2:25][CH2:24]2)[CH2:29]1)(=[O:46])[CH3:45]. The catalyst class is: 9. Reactant: Cl.Cl.Cl.[NH2:4][C:5]1[N:10]=[CH:9][N:8]=[C:7]2[N:11]([CH:15]([C:17]3[CH:18]=[C:19]([Cl:34])[C:20]([C:32]#[N:33])=[C:21]4[C:27]=3[O:26][CH2:25][CH2:24][N:23]([CH:28]3[CH2:31][NH:30][CH2:29]3)[CH2:22]4)[CH3:16])[N:12]=[C:13]([CH3:14])[C:6]=12.C(N(CC)C(C)C)(C)C.[C:44](OC(=O)C)(=[O:46])[CH3:45]. (3) Reactant: [C:1]([O:5]C([NH:8][CH:9]1[CH2:14]CC(C(NC2SC(S[CH2:24][C:25]3[O:26][C:27]([C:30](C)(C)C)=CN=3)=CN=2)=O)C[CH2:10]1)=O)(C)(C)C.FC(F)(F)C(O)=[O:37]. Product: [CH3:1][OH:5].[CH:9]([NH2:8])([CH3:14])[CH3:10].[C:25]([O:26][CH2:27][CH3:30])(=[O:37])[CH3:24]. The catalyst class is: 2. (4) Reactant: [O:1]1[C:5]2([CH2:10][CH2:9][CH:8]([C:11]([O:13][CH2:14][CH3:15])=[O:12])[CH2:7][CH2:6]2)OCC1.[Li+].CC([N-][CH:21]([CH3:23])[CH3:22])C.Cl[CH2:25][O:26][CH2:27]C1C=CC=CC=1.O=[N+]([O-])[O-].[O-][N+](=O)[O-].[O-][N+](=O)[O-].[O-][N+](=O)[O-].[O-][N+](=O)[O-].[O-][N+](=O)[O-].[Ce+4].[NH4+].[NH4+].[CH2:61]1[CH2:65]OC[CH2:62]1. Product: [CH2:25]([O:26][CH2:27][C:8]1([C:11]([O:13][CH2:14][CH3:15])=[O:12])[CH2:7][CH2:6][C:5](=[O:1])[CH2:10][CH2:9]1)[C:22]1[CH:21]=[CH:23][CH:65]=[CH:61][CH:62]=1. The catalyst class is: 6. (5) Reactant: [F:1][C:2]1[C:7]([O:8][C:9]2[CH:14]=[CH:13][CH:12]=[CH:11][CH:10]=2)=[C:6]([F:15])[CH:5]=[CH:4][C:3]=1[CH3:16].[Br:17]N1C(=O)CCC1=O.O. Product: [Br:17][CH2:16][C:3]1[CH:4]=[CH:5][C:6]([F:15])=[C:7]([O:8][C:9]2[CH:14]=[CH:13][CH:12]=[CH:11][CH:10]=2)[C:2]=1[F:1]. The catalyst class is: 53. (6) Reactant: [C:1]1([C:7](=[N:14][CH:15]([CH2:18][CH2:19][CH2:20][F:21])[C:16]#[N:17])[C:8]2[CH:13]=[CH:12][CH:11]=[CH:10][CH:9]=2)[CH:6]=[CH:5][CH:4]=[CH:3][CH:2]=1.[CH2:22]([Li])CCC.IC. Product: [C:1]1([C:7](=[N:14][C:15]([CH3:22])([CH2:18][CH2:19][CH2:20][F:21])[C:16]#[N:17])[C:8]2[CH:9]=[CH:10][CH:11]=[CH:12][CH:13]=2)[CH:2]=[CH:3][CH:4]=[CH:5][CH:6]=1. The catalyst class is: 1.